Dataset: Full USPTO retrosynthesis dataset with 1.9M reactions from patents (1976-2016). Task: Predict the reactants needed to synthesize the given product. Given the product [CH2:7]([NH:18][C:15]1[CH:16]=[N:17][C:12]([C:11]([F:10])([F:20])[F:21])=[CH:13][C:14]=1[NH2:19])[CH3:8], predict the reactants needed to synthesize it. The reactants are: C(=O)([O-])[O-].[Cs+].[Cs+].[CH2:7](I)[CH3:8].[F:10][C:11]([F:21])([F:20])[C:12]1[N:17]=[CH:16][C:15]([NH2:18])=[C:14]([NH2:19])[CH:13]=1.